Dataset: Forward reaction prediction with 1.9M reactions from USPTO patents (1976-2016). Task: Predict the product of the given reaction. Given the reactants [F:1][C:2]1[CH:10]=[CH:9][C:5]([C:6]([OH:8])=O)=[CH:4][N:3]=1.Cl.Cl.[NH:13]1[CH2:18][CH2:17][CH2:16][CH:15]([C:19]2[N:23]=[C:22]([C:24]3[CH:29]=[CH:28][N:27]=[CH:26][CH:25]=3)[O:21][N:20]=2)[CH2:14]1, predict the reaction product. The product is: [F:1][C:2]1[N:3]=[CH:4][C:5]([C:6]([N:13]2[CH2:18][CH2:17][CH2:16][CH:15]([C:19]3[N:23]=[C:22]([C:24]4[CH:29]=[CH:28][N:27]=[CH:26][CH:25]=4)[O:21][N:20]=3)[CH2:14]2)=[O:8])=[CH:9][CH:10]=1.